From a dataset of NCI-60 drug combinations with 297,098 pairs across 59 cell lines. Regression. Given two drug SMILES strings and cell line genomic features, predict the synergy score measuring deviation from expected non-interaction effect. Drug 1: CC1CCC2CC(C(=CC=CC=CC(CC(C(=O)C(C(C(=CC(C(=O)CC(OC(=O)C3CCCCN3C(=O)C(=O)C1(O2)O)C(C)CC4CCC(C(C4)OC)OCCO)C)C)O)OC)C)C)C)OC. Drug 2: CC1C(C(CC(O1)OC2CC(CC3=C2C(=C4C(=C3O)C(=O)C5=C(C4=O)C(=CC=C5)OC)O)(C(=O)CO)O)N)O.Cl. Cell line: SK-MEL-28. Synergy scores: CSS=29.9, Synergy_ZIP=-3.14, Synergy_Bliss=-1.56, Synergy_Loewe=-1.12, Synergy_HSA=0.332.